From a dataset of Catalyst prediction with 721,799 reactions and 888 catalyst types from USPTO. Predict which catalyst facilitates the given reaction. (1) Reactant: [C:1]1([S:7]([C:10]2[CH:11]=[CH:12][C:13]([N+:17]([O-])=O)=[C:14]([OH:16])[CH:15]=2)(=[O:9])=[O:8])[CH:6]=[CH:5][CH:4]=[CH:3][CH:2]=1. Product: [NH2:17][C:13]1[CH:12]=[CH:11][C:10]([S:7]([C:1]2[CH:6]=[CH:5][CH:4]=[CH:3][CH:2]=2)(=[O:9])=[O:8])=[CH:15][C:14]=1[OH:16]. The catalyst class is: 29. (2) Reactant: Cl.[NH2:2][OH:3].[C:4]([N:6]1[CH2:11][CH2:10][CH:9]([N:12]([CH:31]2[CH2:33][CH2:32]2)[C:13]([C:15]2[CH:16]=[N:17][C:18]([C:21]3[CH:26]=[CH:25][C:24]([S:27]([CH3:30])(=[O:29])=[O:28])=[CH:23][CH:22]=3)=[N:19][CH:20]=2)=[O:14])[CH2:8][CH2:7]1)#[N:5].C(N(C(C)C)C(C)C)C. Product: [CH:31]1([N:12]([CH:9]2[CH2:10][CH2:11][N:6]([C:4](=[NH:5])[NH:2][OH:3])[CH2:7][CH2:8]2)[C:13]([C:15]2[CH:20]=[N:19][C:18]([C:21]3[CH:26]=[CH:25][C:24]([S:27]([CH3:30])(=[O:29])=[O:28])=[CH:23][CH:22]=3)=[N:17][CH:16]=2)=[O:14])[CH2:33][CH2:32]1. The catalyst class is: 8.